The task is: Predict which catalyst facilitates the given reaction.. This data is from Catalyst prediction with 721,799 reactions and 888 catalyst types from USPTO. (1) Reactant: [C:1]([C:3]1([NH:7][C:8]2[CH:13]=[CH:12][C:11]([N:14]3[CH2:19][CH2:18][N:17](C(OC(C)(C)C)=O)[CH2:16][CH2:15]3)=[CH:10][CH:9]=2)[CH2:6][CH2:5][CH2:4]1)#N.[N:27]([C:30]1[CH:31]=[C:32]([C:38]([F:41])([F:40])[F:39])[C:33]([C:36]#[N:37])=[N:34][CH:35]=1)=[C:28]=[S:29].Cl.C[OH:44]. Product: [O:44]=[C:1]1[C:3]2([CH2:6][CH2:5][CH2:4]2)[N:7]([C:8]2[CH:13]=[CH:12][C:11]([N:14]3[CH2:19][CH2:18][NH:17][CH2:16][CH2:15]3)=[CH:10][CH:9]=2)[C:28](=[S:29])[N:27]1[C:30]1[CH:31]=[C:32]([C:38]([F:41])([F:39])[F:40])[C:33]([C:36]#[N:37])=[N:34][CH:35]=1. The catalyst class is: 474. (2) Reactant: [Br:1][C:2]1[CH:3]=[CH:4][C:5]([O:15][C:16]2[CH:21]=[CH:20][CH:19]=[C:18]([F:22])[N:17]=2)=[C:6]([CH:14]=1)[C:7](N(CC)CC)=[O:8].[CH:23]([N-:26][CH:27](C)[CH3:28])(C)[CH3:24].[Li+]. Product: [Br:1][C:2]1[CH:14]=[C:6]2[C:5](=[CH:4][CH:3]=1)[O:15][C:16]1=[N:17][C:18]([F:22])=[CH:19][CH:20]=[C:21]1[C:7]2=[O:8].[Br:1][C:2]1[CH:14]=[C:6]2[C:5](=[CH:4][CH:3]=1)[O:15][C:16]1=[N:17][C:18]([N:26]([CH2:27][CH3:28])[CH2:23][CH3:24])=[CH:19][CH:20]=[C:21]1[C:7]2=[O:8]. The catalyst class is: 1. (3) Reactant: C[O:2][C:3](=[O:31])[CH2:4][O:5][C:6]1[CH:11]=[CH:10][C:9]([S:12][CH2:13][C:14]2[CH:19]=[CH:18][C:17]([C:20]3[CH:25]=[CH:24][C:23]([C:26]([F:29])([F:28])[F:27])=[CH:22][CH:21]=3)=[CH:16][CH:15]=2)=[CH:8][C:7]=1[CH3:30]. Product: [CH3:30][C:7]1[CH:8]=[C:9]([S:12][CH2:13][C:14]2[CH:19]=[CH:18][C:17]([C:20]3[CH:25]=[CH:24][C:23]([C:26]([F:28])([F:27])[F:29])=[CH:22][CH:21]=3)=[CH:16][CH:15]=2)[CH:10]=[CH:11][C:6]=1[O:5][CH2:4][C:3]([OH:31])=[O:2]. The catalyst class is: 6. (4) Reactant: C([O:3][C:4](=[O:23])[C@@H:5]([O:21][CH3:22])[CH2:6][C:7]1[CH:12]=[CH:11][C:10]([C:13]2[CH:18]=[CH:17][C:16]([CH2:19][OH:20])=[CH:15][CH:14]=2)=[CH:9][CH:8]=1)C.O[C:25]1[CH:38]=[CH:37][C:28]([C:29]([C:31]2[CH:36]=[CH:35][CH:34]=[CH:33][CH:32]=2)=[O:30])=[CH:27][CH:26]=1. Product: [C:29]([C:31]1[CH:36]=[CH:35][C:34]([O:20][CH2:19][C:16]2[CH:17]=[CH:18][C:13]([C:10]3[CH:9]=[CH:8][C:7]([CH2:6][C@H:5]([O:21][CH3:22])[C:4]([OH:3])=[O:23])=[CH:12][CH:11]=3)=[CH:14][CH:15]=2)=[CH:33][CH:32]=1)(=[O:30])[C:28]1[CH:37]=[CH:38][CH:25]=[CH:26][CH:27]=1. The catalyst class is: 1. (5) Reactant: [Br:1][C:2]1[CH:6]=[CH:5][S:4][C:3]=1[CH:7]=[O:8].[CH2:9](O)[CH2:10][OH:11].C1C=CC=CC=1.C1(C)C=CC(S(O)(=O)=O)=CC=1. Product: [Br:1][C:2]1[CH:6]=[CH:5][S:4][C:3]=1[CH:7]1[O:11][CH2:10][CH2:9][O:8]1. The catalyst class is: 6.